From a dataset of Forward reaction prediction with 1.9M reactions from USPTO patents (1976-2016). Predict the product of the given reaction. Given the reactants [CH3:1][S:2](Cl)(=[O:4])=[O:3].[CH3:6][CH:7]([CH3:26])[CH2:8][CH2:9][O:10][C:11]1[CH:16]=[CH:15][C:14]([NH:17][CH2:18][C:19]([O:21][C:22]([CH3:25])([CH3:24])[CH3:23])=[O:20])=[CH:13][CH:12]=1.C(N(CC)CC)C.Cl, predict the reaction product. The product is: [CH3:6][CH:7]([CH3:26])[CH2:8][CH2:9][O:10][C:11]1[CH:16]=[CH:15][C:14]([N:17]([S:2]([CH3:1])(=[O:4])=[O:3])[CH2:18][C:19]([O:21][C:22]([CH3:23])([CH3:25])[CH3:24])=[O:20])=[CH:13][CH:12]=1.